From a dataset of Reaction yield outcomes from USPTO patents with 853,638 reactions. Predict the reaction yield, written as a fraction of the theoretical maximum amount of product (1.0 means a 100% yield; for example, 0.34 means a 34% yield). (1) The reactants are [F:1][C:2]1[CH:7]=[CH:6][C:5]([C:8]2[CH:13]=[CH:12][C:11]([F:14])=[CH:10][CH:9]=2)=[C:4]([N+:15]([O-])=O)[CH:3]=1.C1(P(C2C=CC=CC=2)C2C=CC=CC=2)C=CC=CC=1. The catalyst is ClC1C=CC=CC=1Cl. The product is [F:1][C:2]1[CH:7]=[CH:6][C:5]2[C:8]3[C:13](=[CH:12][C:11]([F:14])=[CH:10][CH:9]=3)[NH:15][C:4]=2[CH:3]=1. The yield is 0.820. (2) The yield is 0.0400. The catalyst is C(Cl)Cl. The product is [Cl:36][C:33]1[CH:34]=[CH:35][C:30]([N:27]2[CH2:28][CH2:29][CH:24]([C@@H:22]([NH:21][C:16]3[N:15]=[C:14]([N:9]4[C@@H:8]([C@@H:6]([OH:5])[CH3:7])[CH2:12][O:11][C:10]4=[O:13])[C:19]([F:20])=[CH:18][N:17]=3)[CH3:23])[CH2:25][CH2:26]2)=[CH:31][C:32]=1[O:37][C:38]([F:39])([F:40])[F:41]. The reactants are C([O:5][C@H:6]([C@H:8]1[CH2:12][O:11][C:10](=[O:13])[N:9]1[C:14]1[C:19]([F:20])=[CH:18][N:17]=[C:16]([NH:21][C@H:22]([CH:24]2[CH2:29][CH2:28][N:27]([C:30]3[CH:35]=[CH:34][C:33]([Cl:36])=[C:32]([O:37][C:38]([F:41])([F:40])[F:39])[CH:31]=3)[CH2:26][CH2:25]2)[CH3:23])[N:15]=1)[CH3:7])(C)(C)C.C(O)(C(F)(F)F)=O. (3) The reactants are [NH2:1][C:2]1[C:3]([C:23]#[N:24])=[C:4]([CH:20]=[CH:21][CH:22]=1)[O:5][CH2:6][CH:7]1[CH2:12][CH2:11][N:10](C(OC(C)(C)C)=O)[CH2:9][CH2:8]1.Cl. The catalyst is CCOC(C)=O. The product is [NH2:1][C:2]1[CH:22]=[CH:21][CH:20]=[C:4]([O:5][CH2:6][CH:7]2[CH2:12][CH2:11][NH:10][CH2:9][CH2:8]2)[C:3]=1[C:23]#[N:24]. The yield is 1.00. (4) The reactants are Br[C:2]1[CH:3]=[N:4][C:5]2[C:10]([CH:11]=1)=[CH:9][CH:8]=[C:7]([O:12][CH3:13])[CH:6]=2.B([C:17]1[CH:25]=[CH:24][C:20]([C:21]([OH:23])=[O:22])=[CH:19][CH:18]=1)(O)O.C([O-])([O-])=O.[Na+].[Na+]. The catalyst is COCCOC.O.CCO.C1C=CC(P(C2C=CC=CC=2)[C-]2C=CC=C2)=CC=1.C1C=CC(P(C2C=CC=CC=2)[C-]2C=CC=C2)=CC=1.Cl[Pd]Cl.[Fe+2]. The product is [CH3:13][O:12][C:7]1[CH:6]=[C:5]2[C:10]([CH:11]=[C:2]([C:17]3[CH:25]=[CH:24][C:20]([C:21]([OH:23])=[O:22])=[CH:19][CH:18]=3)[CH:3]=[N:4]2)=[CH:9][CH:8]=1. The yield is 0.291. (5) The reactants are [CH3:1][N:2]([C:6]1[CH:11]=[CH:10][CH:9]=[CH:8][CH:7]=1)[C:3](=[O:5])[CH3:4].[S:12]([Cl:16])(=O)(=[O:14])[OH:13]. The catalyst is ClCCl.O. The product is [CH3:1][N:2]([C:6]1[CH:11]=[CH:10][C:9]([S:12]([Cl:16])(=[O:14])=[O:13])=[CH:8][CH:7]=1)[C:3](=[O:5])[CH3:4]. The yield is 0.110. (6) The reactants are [SH:1][C:2]([CH3:9])([CH3:8])[CH2:3][CH2:4][C:5]([OH:7])=[O:6].C(=O)([O-])[O-].[Na+].[Na+].[CH3:16][S:17]S(C)(=O)=O. The catalyst is O.C(O)C. The product is [CH3:8][C:2]([S:1][S:17][CH3:16])([CH3:9])[CH2:3][CH2:4][C:5]([OH:7])=[O:6]. The yield is 0.700. (7) The reactants are [CH:1]1([OH:9])[CH2:8][CH2:7][CH2:6][CH2:5][CH2:4][CH:3]=[CH:2]1.C(OC)(=O)C1C=CC=CC=1. The catalyst is ClCCl. The product is [CH:1]1([OH:9])[CH2:8][CH2:7][CH2:6][CH2:5][CH2:4][CH:3]=[CH:2]1. The yield is 0.184. (8) The reactants are [C:1]([C:5]1[O:9][N:8]=[C:7]([NH:10][C:11]([NH:13][C:14]2[CH:19]=[CH:18][CH:17]=[C:16]([O:20][C:21]3[C:30]4[C:25](=[CH:26][C:27]([O:33][CH2:34][CH2:35][CH2:36]Cl)=[C:28]([O:31][CH3:32])[CH:29]=4)[N:24]=[CH:23][N:22]=3)[CH:15]=2)=[O:12])[CH:6]=1)([CH3:4])([CH3:3])[CH3:2].[CH3:38][S:39]([N:42]1[CH2:47][CH2:46][NH:45][CH2:44][CH2:43]1)(=[O:41])=[O:40]. No catalyst specified. The product is [C:1]([C:5]1[O:9][N:8]=[C:7]([NH:10][C:11]([NH:13][C:14]2[CH:19]=[CH:18][CH:17]=[C:16]([O:20][C:21]3[C:30]4[C:25](=[CH:26][C:27]([O:33][CH2:34][CH2:35][CH2:36][N:45]5[CH2:46][CH2:47][N:42]([S:39]([CH3:38])(=[O:41])=[O:40])[CH2:43][CH2:44]5)=[C:28]([O:31][CH3:32])[CH:29]=4)[N:24]=[CH:23][N:22]=3)[CH:15]=2)=[O:12])[CH:6]=1)([CH3:4])([CH3:3])[CH3:2]. The yield is 0.180. (9) The reactants are [CH:1]([C:3]1[CH:12]=[CH:11][C:6]([C:7]([O:9][CH3:10])=[O:8])=[CH:5][CH:4]=1)=O.[NH2:13][C:14]1[CH:19]=[CH:18][CH:17]=[CH:16][CH:15]=1.C([BH3-])#N.[Na+]. The catalyst is CO.C(O)(=O)C. The product is [C:14]1([NH:13][CH2:1][C:3]2[CH:12]=[CH:11][C:6]([C:7]([O:9][CH3:10])=[O:8])=[CH:5][CH:4]=2)[CH:19]=[CH:18][CH:17]=[CH:16][CH:15]=1. The yield is 0.550.